From a dataset of Catalyst prediction with 721,799 reactions and 888 catalyst types from USPTO. Predict which catalyst facilitates the given reaction. (1) Reactant: [CH2:1]([O:3][C:4](=[O:16])[C:5]1[CH:10]=[C:9]([N+:11]([O-:13])=[O:12])[C:8](F)=[CH:7][C:6]=1[F:15])[CH3:2].C(N(CC)CC)C.[C:24]([O:28][CH3:29])(=[O:27])[CH2:25][SH:26]. Product: [CH2:1]([O:3][C:4](=[O:16])[C:5]1[CH:10]=[C:9]([N+:11]([O-:13])=[O:12])[C:8]([S:26][CH2:25][C:24]([O:28][CH3:29])=[O:27])=[CH:7][C:6]=1[F:15])[CH3:2]. The catalyst class is: 4. (2) Reactant: [CH2:1]([O:3][C:4]1[CH:11]=[C:10]([C:12]2[CH:17]=[C:16]([N:18]3[CH2:22][CH2:21][CH2:20][C@H:19]3[CH3:23])[N:15]=[C:14]([NH:24][CH3:25])[N:13]=2)[CH:9]=[C:8](F)[C:5]=1[C:6]#[N:7])[CH3:2].CCO.CCN(C(C)C)C(C)C.[NH2:39][NH2:40]. Product: [CH2:1]([O:3][C:4]1[CH:11]=[C:10]([C:12]2[CH:17]=[C:16]([N:18]3[CH2:22][CH2:21][CH2:20][C@H:19]3[CH3:23])[N:15]=[C:14]([NH:24][CH3:25])[N:13]=2)[CH:9]=[C:8]2[C:5]=1[C:6]([NH2:7])=[N:39][NH:40]2)[CH3:2]. The catalyst class is: 6. (3) Reactant: [CH2:1]([C:3]1[C:12]([CH2:13][C:14]2[CH:19]=[CH:18][C:17]([C:20]3[CH:24]=[CH:23][N:22]([CH3:25])[N:21]=3)=[CH:16][CH:15]=2)=[CH:11][C:6]([C:7]([O:9][CH3:10])=[O:8])=[C:5]([OH:26])[CH:4]=1)[CH3:2].C1C=CC(N([S:34]([C:37]([F:40])([F:39])[F:38])(=[O:36])=[O:35])[S:34]([C:37]([F:40])([F:39])[F:38])(=[O:36])=[O:35])=CC=1.[H-].[Na+]. Product: [CH2:1]([C:3]1[C:12]([CH2:13][C:14]2[CH:19]=[CH:18][C:17]([C:20]3[CH:24]=[CH:23][N:22]([CH3:25])[N:21]=3)=[CH:16][CH:15]=2)=[CH:11][C:6]([C:7]([O:9][CH3:10])=[O:8])=[C:5]([O:26][S:34]([C:37]([F:40])([F:39])[F:38])(=[O:36])=[O:35])[CH:4]=1)[CH3:2]. The catalyst class is: 39. (4) Reactant: C(=O)([O-])O.[Na+].[NH:6]1[CH2:11][CH2:10][C:9]2([C:19]3[C:14](=[CH:15][CH:16]=[CH:17][CH:18]=3)[CH2:13][C@@H:12]2[O:20][CH2:21][C:22]([O:24][CH2:25][CH3:26])=[O:23])[CH2:8][CH2:7]1.CS(O[CH2:32][CH2:33][C@:34]1([C:55]2[CH:60]=[CH:59][C:58]([F:61])=[CH:57][CH:56]=2)[O:38][CH2:37][N:36]([C:39](=[O:54])[C:40]2[CH:45]=[C:44]([C:46]([F:49])([F:48])[F:47])[CH:43]=[C:42]([C:50]([F:53])([F:52])[F:51])[CH:41]=2)[CH2:35]1)(=O)=O. Product: [F:52][C:50]([F:51])([F:53])[C:42]1[CH:41]=[C:40]([CH:45]=[C:44]([C:46]([F:49])([F:47])[F:48])[CH:43]=1)[C:39]([N:36]1[CH2:35][C@@:34]([CH2:33][CH2:32][N:6]2[CH2:11][CH2:10][C:9]3([C:19]4[C:14](=[CH:15][CH:16]=[CH:17][CH:18]=4)[CH2:13][C@@H:12]3[O:20][CH2:21][C:22]([O:24][CH2:25][CH3:26])=[O:23])[CH2:8][CH2:7]2)([C:55]2[CH:56]=[CH:57][C:58]([F:61])=[CH:59][CH:60]=2)[O:38][CH2:37]1)=[O:54]. The catalyst class is: 10. (5) Reactant: CC1(C)C(C)(C)OB([C:9]2[CH:21]=[CH:20][C:19]3[C:18]4[C:13](=[CH:14][CH:15]=[CH:16][CH:17]=4)[NH:12][C:11]=3[CH:10]=2)O1.Cl[C:24]1[CH:29]=[C:28]([C:30]2[CH:35]=[CH:34][CH:33]=[CH:32][CH:31]=2)[CH:27]=[CH:26][N:25]=1.C1(P(C2CCCCC2)C2CCCCC2)CCCCC1.[O-]P([O-])([O-])=O.[K+].[K+].[K+]. Product: [C:30]1([C:28]2[CH:29]=[CH:24][N:25]=[C:26]([C:9]3[CH:21]=[CH:20][C:19]4[C:18]5[C:13](=[CH:14][CH:15]=[CH:16][CH:17]=5)[NH:12][C:11]=4[CH:10]=3)[CH:27]=2)[CH:31]=[CH:32][CH:33]=[CH:34][CH:35]=1. The catalyst class is: 110. (6) Reactant: [O:1]=[C:2]1[N:8]2[CH2:9][C@H:4]([C:5]3[CH:16]=[N:15][NH:14][C:6]=3[C@H:7]2[C:10]([O:12][CH3:13])=[O:11])[N:3]1[O:17][CH2:18][C:19]1[CH:24]=[CH:23][CH:22]=[CH:21][CH:20]=1.O=C(Cl)[O:27][C:28](Cl)(Cl)Cl.[NH3:33]. Product: [NH2:33][C:28]([N:15]1[CH:16]=[C:5]2[C:6]([C@@H:7]([C:10]([O:12][CH3:13])=[O:11])[N:8]3[CH2:9][C@H:4]2[N:3]([O:17][CH2:18][C:19]2[CH:24]=[CH:23][CH:22]=[CH:21][CH:20]=2)[C:2]3=[O:1])=[N:14]1)=[O:27]. The catalyst class is: 4. (7) Reactant: [NH:1]1[C:9]2[C:4](=[CH:5][C:6]([C:10]([O:12]C)=O)=[CH:7][CH:8]=2)[CH:3]=[CH:2]1.I[C:15]1[CH:20]=[CH:19][CH:18]=[CH:17][CH:16]=1.C([O-])([O-])=O.[K+].[K+]. Product: [C:15]1([N:1]2[C:9]3[C:4](=[CH:5][C:6]([CH:10]=[O:12])=[CH:7][CH:8]=3)[CH:3]=[CH:2]2)[CH:20]=[CH:19][CH:18]=[CH:17][CH:16]=1. The catalyst class is: 3. (8) Reactant: [OH-].[Na+].[N+:3]([C:6]1[CH:14]=[CH:13][CH:12]=[C:11]2[C:7]=1[CH:8]=[N:9][NH:10]2)([O-:5])=[O:4].[O-][Cl:16].[Na+].Cl. Product: [Cl:16][C:8]1[C:7]2[C:11](=[CH:12][CH:13]=[CH:14][C:6]=2[N+:3]([O-:5])=[O:4])[NH:10][N:9]=1. The catalyst class is: 6. (9) Reactant: C([O:8][C@H:9]1[CH2:14][CH2:13][CH2:12][CH2:11][C@@H:10]1[NH:15][C:16]1[CH:24]=[C:23]([N:25]2[C:33]3[CH2:32][C:31]([CH3:35])([CH3:34])[CH2:30][C:29](=[O:36])[C:28]=3[C:27]([CH2:37][CH3:38])=[N:26]2)[CH:22]=[CH:21][C:17]=1[C:18]([NH2:20])=[O:19])C1C=CC=CC=1. Product: [CH2:37]([C:27]1[C:28]2[C:29](=[O:36])[CH2:30][C:31]([CH3:35])([CH3:34])[CH2:32][C:33]=2[N:25]([C:23]2[CH:22]=[CH:21][C:17]([C:18]([NH2:20])=[O:19])=[C:16]([NH:15][C@H:10]3[CH2:11][CH2:12][CH2:13][CH2:14][C@@H:9]3[OH:8])[CH:24]=2)[N:26]=1)[CH3:38]. The catalyst class is: 19. (10) Reactant: [NH2:1][C:2]1[N:7]=[CH:6][C:5]([C:8]2[N:17]=[C:16]([NH:18][CH2:19][CH:20]([C:27]3[CH:32]=[CH:31][CH:30]=[CH:29][CH:28]=3)[C:21]3[CH:26]=[CH:25][CH:24]=[CH:23][CH:22]=3)[C:15]3[C:10](=[CH:11][CH:12]=[CH:13][CH:14]=3)[N:9]=2)=[CH:4][CH:3]=1. Product: [CH3:2][C:3]1[N:1]=[C:2]2[CH:3]=[CH:4][C:5]([C:8]3[N:17]=[C:16]([NH:18][CH2:19][CH:20]([C:21]4[CH:22]=[CH:23][CH:24]=[CH:25][CH:26]=4)[C:27]4[CH:32]=[CH:31][CH:30]=[CH:29][CH:28]=4)[C:15]4[C:10](=[CH:11][CH:12]=[CH:13][CH:14]=4)[N:9]=3)=[CH:6][N:7]2[C:4]=1[CH3:5]. The catalyst class is: 8.